This data is from Catalyst prediction with 721,799 reactions and 888 catalyst types from USPTO. The task is: Predict which catalyst facilitates the given reaction. (1) Reactant: [OH:1][CH:2]1[CH2:7][CH2:6][N:5]([C:8]([O:10][C:11]([CH3:14])([CH3:13])[CH3:12])=[O:9])[CH2:4][CH2:3]1.[C:15]1([CH3:25])[CH:20]=[CH:19][C:18]([S:21](Cl)(=[O:23])=[O:22])=[CH:17][CH:16]=1.C(N(CC)CC)C. Product: [CH3:25][C:15]1[CH:20]=[CH:19][C:18]([S:21]([O:1][CH:2]2[CH2:3][CH2:4][N:5]([C:8]([O:10][C:11]([CH3:14])([CH3:13])[CH3:12])=[O:9])[CH2:6][CH2:7]2)(=[O:23])=[O:22])=[CH:17][CH:16]=1. The catalyst class is: 46. (2) Reactant: Br[C:2]1[CH:3]=[CH:4][C:5]2[N:6]([C:8]([C:11]([NH:13][C:14]3[CH:19]=[C:18]([C:20]4[N:24]=[C:23]([CH:25]5[CH2:28][C:27]([F:30])([F:29])[CH2:26]5)[O:22][N:21]=4)[CH:17]=[CH:16][C:15]=3[CH3:31])=[O:12])=[CH:9][N:10]=2)[CH:7]=1.[CH3:32][C@H:33]1[O:38][C@@H:37]([CH3:39])[CH2:36][NH:35][CH2:34]1.C1(P(C2CCCCC2)C2C=CC=CC=2C2C=CC=CC=2N(C)C)CCCCC1.CC(C)([O-])C.[Na+]. Product: [F:29][C:27]1([F:30])[CH2:28][CH:25]([C:23]2[O:22][N:21]=[C:20]([C:18]3[CH:17]=[CH:16][C:15]([CH3:31])=[C:14]([NH:13][C:11]([C:8]4[N:6]5[CH:7]=[C:2]([N:35]6[CH2:34][C@@H:33]([CH3:32])[O:38][C@@H:37]([CH3:39])[CH2:36]6)[CH:3]=[CH:4][C:5]5=[N:10][CH:9]=4)=[O:12])[CH:19]=3)[N:24]=2)[CH2:26]1. The catalyst class is: 62. (3) Reactant: CCCP(O)(O)=O.Cl.[Cl:9][C:10]1[CH:15]=[C:14]([CH3:16])[C:13]([CH:17]2[CH2:22][CH2:21][CH2:20][NH:19][CH2:18]2)=[C:12]([CH3:23])[CH:11]=1.C(N(CC)CC)C.[CH3:31][N:32]([CH3:42])[C:33]1[CH:34]=[C:35]([CH:39]=[CH:40][N:41]=1)[C:36](O)=[O:37]. The catalyst class is: 2. Product: [Cl:9][C:10]1[CH:15]=[C:14]([CH3:16])[C:13]([CH:17]2[CH2:22][CH2:21][CH2:20][N:19]([C:36]([C:35]3[CH:39]=[CH:40][N:41]=[C:33]([N:32]([CH3:42])[CH3:31])[CH:34]=3)=[O:37])[CH2:18]2)=[C:12]([CH3:23])[CH:11]=1. (4) Reactant: [CH:1]1([CH:7]([NH:25][C:26]2[CH:31]=[CH:30][C:29]([C:32]([N:34]([CH3:42])[CH2:35][CH2:36][C:37]([O:39]CC)=[O:38])=[O:33])=[CH:28][CH:27]=2)[C:8]2[O:9][C:10]3[CH:17]=[CH:16][C:15]([O:18][CH:19]4[CH2:24][CH2:23][S:22][CH2:21][CH2:20]4)=[CH:14][C:11]=3[C:12]=2[CH3:13])[CH2:6][CH2:5][CH2:4][CH2:3][CH2:2]1.[OH-].[Na+]. Product: [CH:1]1([CH:7]([NH:25][C:26]2[CH:27]=[CH:28][C:29]([C:32]([N:34]([CH3:42])[CH2:35][CH2:36][C:37]([OH:39])=[O:38])=[O:33])=[CH:30][CH:31]=2)[C:8]2[O:9][C:10]3[CH:17]=[CH:16][C:15]([O:18][CH:19]4[CH2:20][CH2:21][S:22][CH2:23][CH2:24]4)=[CH:14][C:11]=3[C:12]=2[CH3:13])[CH2:6][CH2:5][CH2:4][CH2:3][CH2:2]1. The catalyst class is: 8. (5) Reactant: [N:1]1([CH2:6][C:7]2[S:11][C:10]([C:12]3[CH:17]=[C:16]([O:18][C:19]([F:22])([F:21])[F:20])[CH:15]=[CH:14][C:13]=3[S:23]([NH:26]C(C)(C)C)(=[O:25])=[O:24])=[N:9][CH:8]=2)[CH:5]=[CH:4][N:3]=[CH:2]1.C([O-])(O)=O.[Na+]. Product: [N:1]1([CH2:6][C:7]2[S:11][C:10]([C:12]3[CH:17]=[C:16]([O:18][C:19]([F:21])([F:22])[F:20])[CH:15]=[CH:14][C:13]=3[S:23]([NH2:26])(=[O:24])=[O:25])=[N:9][CH:8]=2)[CH:5]=[CH:4][N:3]=[CH:2]1. The catalyst class is: 67.